This data is from Kir2.1 potassium channel HTS with 301,493 compounds. The task is: Binary Classification. Given a drug SMILES string, predict its activity (active/inactive) in a high-throughput screening assay against a specified biological target. The drug is S(CC(=O)Nc1cc(NC(=O)CC)ccc1)c1n(nnn1)C. The result is 0 (inactive).